This data is from Forward reaction prediction with 1.9M reactions from USPTO patents (1976-2016). The task is: Predict the product of the given reaction. (1) Given the reactants [NH2:1][C:2]1[C:11]([C:12]2[CH:17]=[CH:16][C:15]([S:18]([N:21]3[CH2:26][CH2:25][O:24][CH2:23][CH2:22]3)(=[O:20])=[O:19])=[CH:14][CH:13]=2)=[N:10][C:9]([Br:27])=[CH:8][C:3]=1[C:4]([O:6][CH3:7])=[O:5].N([O-])=O.[Na+].[N-:32]=[N+:33]=[N-].[Na+].CCOCC, predict the reaction product. The product is: [N:1]([C:2]1[C:11]([C:12]2[CH:13]=[CH:14][C:15]([S:18]([N:21]3[CH2:22][CH2:23][O:24][CH2:25][CH2:26]3)(=[O:19])=[O:20])=[CH:16][CH:17]=2)=[N:10][C:9]([Br:27])=[CH:8][C:3]=1[C:4]([O:6][CH3:7])=[O:5])=[N+:32]=[N-:33]. (2) Given the reactants C1CCC(N=C=NC2CCCCC2)CC1.C1C=CC2N(O)N=NC=2C=1.[C:26]1([CH2:36][NH2:37])[C:35]2[C:30](=[CH:31][CH:32]=[CH:33][CH:34]=2)[CH:29]=[CH:28][CH:27]=1.[Br:38][C:39]1[C:40]2[CH:50]=[CH:49][CH:48]=[CH:47][C:41]=2[S:42][C:43]=1[C:44](O)=[O:45].C(NC1CCCCC1)(NC1CCCCC1)=O, predict the reaction product. The product is: [Br:38][C:39]1[C:40]2[CH:50]=[CH:49][CH:48]=[CH:47][C:41]=2[S:42][C:43]=1[C:44]([NH:37][CH2:36][C:26]1[C:35]2[C:30](=[CH:31][CH:32]=[CH:33][CH:34]=2)[CH:29]=[CH:28][CH:27]=1)=[O:45]. (3) Given the reactants [CH3:1][S:2][C:3]1[N:8]=[C:7]([C:9]#[C:10][C:11]2[CH:16]=[CH:15][CH:14]=[C:13]([N+:17]([O-:19])=[O:18])[CH:12]=2)[CH:6]=[CH:5][N:4]=1.[I-].[NH2:21][N+:22]1[CH:27]=[CH:26][CH:25]=[CH:24][CH:23]=1.[OH-].[K+].CO, predict the reaction product. The product is: [CH3:1][S:2][C:3]1[N:8]=[C:7]([C:9]2[C:10]([C:11]3[CH:16]=[CH:15][CH:14]=[C:13]([N+:17]([O-:19])=[O:18])[CH:12]=3)=[N:21][N:22]3[CH:27]=[CH:26][CH:25]=[CH:24][C:23]=23)[CH:6]=[CH:5][N:4]=1. (4) Given the reactants [Cl:1][C:2]1[CH:10]=[CH:9][C:8]([C:11]2[CH:12]=[CH:13][C:14]([C:34]#[C:35][C@@:36]3([CH3:49])[O:41]CCN(C(OC(C)(C)C)=O)C3)=[N:15][C:16]=2[C@@H:17]([NH:27][C:28](=[O:33])[C:29]([F:32])([F:31])[F:30])[CH2:18][C:19]2[CH:24]=[C:23]([F:25])[CH:22]=[C:21]([F:26])[CH:20]=2)=[C:7]2[C:3]=1[C:4]([NH:51][S:52]([CH3:55])(=[O:54])=[O:53])=[N:5][N:6]2[CH3:50].C(C1(O)C[C:60]([F:63])([F:62])[CH2:59]1)#C, predict the reaction product. The product is: [Cl:1][C:2]1[CH:10]=[CH:9][C:8]([C:11]2[C:16]([C@@H:17]([NH:27][C:28](=[O:33])[C:29]([F:31])([F:30])[F:32])[CH2:18][C:19]3[CH:20]=[C:21]([F:26])[CH:22]=[C:23]([F:25])[CH:24]=3)=[N:15][C:14]([C:34]#[C:35][C:36]3([OH:41])[CH2:59][C:60]([F:63])([F:62])[CH2:49]3)=[CH:13][CH:12]=2)=[C:7]2[C:3]=1[C:4]([NH:51][S:52]([CH3:55])(=[O:53])=[O:54])=[N:5][N:6]2[CH3:50]. (5) Given the reactants [CH2:1]([C:3]1[C:11](/[C:12](/[CH3:15])=[CH:13]\[CH3:14])=[C:6]2[CH:7]=[CH:8][CH:9]=[CH:10][N:5]2[N:4]=1)[CH3:2].C(C1C(C(CC)=C)=C2C=CC=CN2N=1)C.C1CCCCC=1, predict the reaction product. The product is: [CH:12]([C:11]1[C:3]([CH2:1][CH3:2])=[N:4][N:5]2[CH:10]=[CH:9][CH:8]=[CH:7][C:6]=12)([CH2:13][CH3:14])[CH3:15].